From a dataset of CYP2D6 inhibition data for predicting drug metabolism from PubChem BioAssay. Regression/Classification. Given a drug SMILES string, predict its absorption, distribution, metabolism, or excretion properties. Task type varies by dataset: regression for continuous measurements (e.g., permeability, clearance, half-life) or binary classification for categorical outcomes (e.g., BBB penetration, CYP inhibition). Dataset: cyp2d6_veith. The compound is COCCn1c(C)cc(C2=NNC(=Nc3ccc(F)cc3)SC2)c1C. The result is 1 (inhibitor).